This data is from Reaction yield outcomes from USPTO patents with 853,638 reactions. The task is: Predict the reaction yield, written as a fraction of the theoretical maximum amount of product (1.0 means a 100% yield; for example, 0.34 means a 34% yield). (1) The reactants are [Br:1][C:2]1[CH:7]=[C:6]([Cl:8])[C:5]([S:9](Cl)(=[O:11])=[O:10])=[C:4]([Cl:13])[CH:3]=1.[CH3:14][C:15]1[C:20]([NH2:21])=[CH:19][CH:18]=[CH:17][N:16]=1. The catalyst is N1C=CC=CC=1. The product is [Br:1][C:2]1[CH:7]=[C:6]([Cl:8])[C:5]([S:9]([NH:21][C:20]2[C:15]([CH3:14])=[N:16][CH:17]=[CH:18][CH:19]=2)(=[O:11])=[O:10])=[C:4]([Cl:13])[CH:3]=1. The yield is 0.650. (2) The reactants are Cl[C:2]1([C:12]2[S:13][C:14]([C:17]([N:19]3[CH2:23][CH2:22][CH2:21][CH2:20]3)=[O:18])=[CH:15][N:16]=2)[CH2:11][CH2:10][C:5]2([O:9][CH2:8][CH2:7][O:6]2)[CH2:4][CH2:3]1. The catalyst is CO.[Pd]. The product is [O:9]1[C:5]2([CH2:10][CH2:11][CH:2]([C:12]3[S:13][C:14]([C:17]([N:19]4[CH2:20][CH2:21][CH2:22][CH2:23]4)=[O:18])=[CH:15][N:16]=3)[CH2:3][CH2:4]2)[O:6][CH2:7][CH2:8]1. The yield is 0.970. (3) The reactants are NC1C=CC(C2C=CC(C(=O)CC(C)(C)C(OC)=O)=CC=2)=CC=1.ClC1SC2C=CC=CC=2N=1.[S:34]1[C:38]2[CH:39]=[CH:40][CH:41]=[CH:42][C:37]=2[N:36]=[C:35]1[NH:43][C:44]1[CH:49]=[CH:48][C:47]([C:50]2[CH:55]=[CH:54][C:53]([C:56](=[O:65])[CH2:57][C:58]([CH3:64])([CH3:63])[C:59]([O:61]C)=[O:60])=[CH:52][CH:51]=2)=[CH:46][CH:45]=1.[OH-].[Na+].Cl. The catalyst is C(O)CCC. The product is [S:34]1[C:38]2[CH:39]=[CH:40][CH:41]=[CH:42][C:37]=2[N:36]=[C:35]1[NH:43][C:44]1[CH:45]=[CH:46][C:47]([C:50]2[CH:55]=[CH:54][C:53]([C:56](=[O:65])[CH2:57][C:58]([CH3:63])([CH3:64])[C:59]([OH:61])=[O:60])=[CH:52][CH:51]=2)=[CH:48][CH:49]=1. The yield is 0.450. (4) The reactants are [I:1][C:2]1[C:3]2[S:9][CH:8]=[CH:7][C:4]=2[NH:5][N:6]=1.[CH3:10]C([O-])(C)C.[K+].IC. The catalyst is C1COCC1. The product is [I:1][C:2]1[C:3]2[S:9][CH:8]=[CH:7][C:4]=2[N:5]([CH3:10])[N:6]=1. The yield is 0.550. (5) The reactants are [CH:1]([O:4][C:5](=[O:24])[NH:6][C:7]1[CH:12]=[CH:11][C:10]([C:13]2[NH:14][C:15]3[C:20]([CH:21]=2)=[CH:19][CH:18]=[C:17]([O:22][CH3:23])[CH:16]=3)=[CH:9][CH:8]=1)([CH3:3])[CH3:2].[Cl:25]N1C(=O)CCC1=O. The catalyst is CN(C=O)C.O. The product is [CH:1]([O:4][C:5](=[O:24])[NH:6][C:7]1[CH:8]=[CH:9][C:10]([C:13]2[NH:14][C:15]3[C:20]([C:21]=2[Cl:25])=[CH:19][CH:18]=[C:17]([O:22][CH3:23])[CH:16]=3)=[CH:11][CH:12]=1)([CH3:3])[CH3:2]. The yield is 0.850. (6) The reactants are [C:1]1([CH2:7][CH2:8][CH2:9][CH:10]=[O:11])[CH:6]=[CH:5][CH:4]=[CH:3][CH:2]=1.[CH:12]([Mg]Br)=[CH2:13]. The catalyst is C1COCC1. The product is [C:1]1([CH2:7][CH2:8][CH2:9][CH:10]([OH:11])[CH:12]=[CH2:13])[CH:6]=[CH:5][CH:4]=[CH:3][CH:2]=1. The yield is 0.460.